This data is from Forward reaction prediction with 1.9M reactions from USPTO patents (1976-2016). The task is: Predict the product of the given reaction. (1) Given the reactants [OH:1][CH:2]([C:6]([O:19][CH3:20])([C:13]1[CH:18]=[CH:17][CH:16]=[CH:15][CH:14]=1)[C:7]1[CH:12]=[CH:11][CH:10]=[CH:9][CH:8]=1)[C:3]([OH:5])=[O:4].[N+](C1C=CC=CC=1[C@@H](N)C)([O-])=O, predict the reaction product. The product is: [OH:1][C@@H:2]([C:6]([O:19][CH3:20])([C:7]1[CH:12]=[CH:11][CH:10]=[CH:9][CH:8]=1)[C:13]1[CH:18]=[CH:17][CH:16]=[CH:15][CH:14]=1)[C:3]([OH:5])=[O:4]. (2) The product is: [Cl:31][C:29]1[CH:28]=[CH:27][C:26]([F:32])=[C:25]([C:7]2[NH:6][C:14]3[C:9]([CH:8]=2)=[CH:10][C:11]([C:15]2[N:16]([CH3:24])[N:17]=[C:18]([C:20]([F:23])([F:21])[F:22])[CH:19]=2)=[CH:12][CH:13]=3)[CH:30]=1. Given the reactants C(OC([N:6]1[C:14]2[C:9](=[CH:10][C:11]([C:15]3[N:16]([CH3:24])[N:17]=[C:18]([C:20]([F:23])([F:22])[F:21])[CH:19]=3)=[CH:12][CH:13]=2)[CH:8]=[C:7]1[C:25]1[CH:30]=[C:29]([Cl:31])[CH:28]=[CH:27][C:26]=1[F:32])=O)C.[OH-].[Na+], predict the reaction product. (3) Given the reactants [F:1][C:2]([F:14])([F:13])[C:3]([C:5]1[CH:10]=[CH:9][C:8]([O:11]C)=[CH:7][CH:6]=1)=[O:4].[Cl-].[Li+], predict the reaction product. The product is: [F:1][C:2]([F:13])([F:14])[C:3]([C:5]1[CH:10]=[CH:9][C:8]([OH:11])=[CH:7][CH:6]=1)=[O:4]. (4) Given the reactants [N:1]([CH:4]([C:7]1[CH:12]=[CH:11][CH:10]=[C:9]([Br:13])[CH:8]=1)[CH2:5][OH:6])=[N+]=[N-].C1(P(C2C=CC=CC=2)C2C=CC=CC=2)C=CC=CC=1, predict the reaction product. The product is: [NH2:1][CH:4]([C:7]1[CH:12]=[CH:11][CH:10]=[C:9]([Br:13])[CH:8]=1)[CH2:5][OH:6]. (5) Given the reactants COC(=O)[CH:4]([N+:19]([O-])=O)[CH:5]1[C:14]2[C:9]3[C:10](=[CH:15][CH:16]=[CH:17][C:8]=3[C:7](=O)O1)[CH:11]=[CH:12][CH:13]=2.C(O)(=[O:25])C.[C:27]([O:30][CH2:31]C)(=[O:29])C, predict the reaction product. The product is: [CH3:31][O:30][C:27]([C:17]1[CH2:16][C:15](=[O:25])[C:10]2[C:9]3[C:8]=1[CH:7]=[N:19][CH:4]=[CH:5][C:14]=3[CH:13]=[CH:12][CH:11]=2)=[O:29].